Dataset: Full USPTO retrosynthesis dataset with 1.9M reactions from patents (1976-2016). Task: Predict the reactants needed to synthesize the given product. (1) Given the product [N:1]1([C:5]2[CH:10]=[CH:9][N:8]3[CH:11]=[C:12]([C:14]4[CH:19]=[CH:18][C:17]([O:20][CH2:22][CH2:23][F:24])=[CH:16][CH:15]=4)[N:13]=[C:7]3[CH:6]=2)[CH2:2][CH2:3][CH2:4]1, predict the reactants needed to synthesize it. The reactants are: [N:1]1([C:5]2[CH:10]=[CH:9][N:8]3[CH:11]=[C:12]([C:14]4[CH:19]=[CH:18][C:17]([OH:20])=[CH:16][CH:15]=4)[N:13]=[C:7]3[CH:6]=2)[CH2:4][CH2:3][CH2:2]1.Br[CH2:22][CH2:23][F:24].C([O-])([O-])=O.[Cs+].[Cs+].CN(C=O)C. (2) Given the product [CH2:9]([N:8]([CH2:1][C:2]1[CH:7]=[CH:6][CH:5]=[CH:4][CH:3]=1)[CH:23]1[CH2:24][CH2:25][O:20][CH2:21][CH2:22]1)[C:10]1[CH:15]=[CH:14][CH:13]=[CH:12][CH:11]=1, predict the reactants needed to synthesize it. The reactants are: [CH2:1]([NH:8][CH2:9][C:10]1[CH:15]=[CH:14][CH:13]=[CH:12][CH:11]=1)[C:2]1[CH:7]=[CH:6][CH:5]=[CH:4][CH:3]=1.C(O)(=O)C.[O:20]1[CH2:25][CH2:24][C:23](=O)[CH2:22][CH2:21]1.C(O[BH-](OC(=O)C)OC(=O)C)(=O)C.[Na+]. (3) Given the product [NH2:19][C:18]1[C:17]([Cl:22])=[CH:16][C:5]([C:6]([N:4]2[C:5]3[CH:10]=[CH:9][CH:8]=[CH:7][C:6]=3[O:1][CH2:2][CH2:3]2)=[O:1])=[CH:10][C:23]=1[Cl:26], predict the reactants needed to synthesize it. The reactants are: [O:1]1[C:6]2[CH:7]=[CH:8][CH:9]=[CH:10][C:5]=2[NH:4][CH2:3][CH2:2]1.CCN=C=N[CH2:16][CH2:17][CH2:18][N:19](C)C.[ClH:22].[CH:23]([Cl:26])(Cl)Cl. (4) Given the product [F:14][C:15]1[CH:16]=[C:17]([NH:18][C:11]([C:7]2[CH:6]=[C:5]([S:2]([Cl:1])(=[O:4])=[O:3])[S:9][C:8]=2[CH3:10])=[O:12])[CH:19]=[CH:20][C:21]=1[F:22], predict the reactants needed to synthesize it. The reactants are: [Cl:1][S:2]([C:5]1[S:9][C:8]([CH3:10])=[C:7]([C:11](Cl)=[O:12])[CH:6]=1)(=[O:4])=[O:3].[F:14][C:15]1[CH:16]=[C:17]([CH:19]=[CH:20][C:21]=1[F:22])[NH2:18].